Dataset: Catalyst prediction with 721,799 reactions and 888 catalyst types from USPTO. Task: Predict which catalyst facilitates the given reaction. (1) Product: [F:1][C:2]1[CH:7]=[C:6]([F:8])[CH:5]=[CH:4][C:3]=1/[CH:9]=[CH:10]/[C:11]1[CH:16]=[CH:15][C:14]([S:17]([C:20]2[CH:28]=[CH:27][C:23]([C:24]([NH:31][CH3:29])=[O:25])=[CH:22][CH:21]=2)(=[O:19])=[O:18])=[CH:13][CH:12]=1. Reactant: [F:1][C:2]1[CH:7]=[C:6]([F:8])[CH:5]=[CH:4][C:3]=1/[CH:9]=[CH:10]/[C:11]1[CH:16]=[CH:15][C:14]([S:17]([C:20]2[CH:28]=[CH:27][C:23]([C:24](O)=[O:25])=[CH:22][CH:21]=2)(=[O:19])=[O:18])=[CH:13][CH:12]=1.[C:29](N1C=CN=C1)([N:31]1C=CN=C1)=O.Cl.CN. The catalyst class is: 60. (2) Product: [Br:28][C:8]1[N:7]2[CH:17]=[CH:18][N:19]=[C:6]2[C:5]([NH:4][CH2:3][CH:2]([CH3:20])[CH3:1])=[N:10][C:9]=1[C:11]1[CH:16]=[CH:15][CH:14]=[CH:13][CH:12]=1. The catalyst class is: 1. Reactant: [CH3:1][CH:2]([CH3:20])[CH2:3][NH:4][C:5]1[C:6]2[N:7]([CH:17]=[CH:18][N:19]=2)[CH:8]=[C:9]([C:11]2[CH:16]=[CH:15][CH:14]=[CH:13][CH:12]=2)[N:10]=1.C1C(=O)N([Br:28])C(=O)C1.S([O-])([O-])=O.[Na+].[Na+].C(OCC)(=O)C. (3) Reactant: [SH:1][CH2:2][CH2:3][C:4]([OH:6])=[O:5].C(=O)([O-])[O-].[Cs+].[Cs+].[NH2:13][C:14]1[N:19]=[C:18]([C:20]2[C:21]([CH3:56])=[CH:22][C:23]([CH3:55])=[C:24]([CH:54]=2)[C:25]([NH:27][CH2:28][C:29]2([CH2:33][NH:34][C:35]([C:48]3[CH:53]=[CH:52][CH:51]=[CH:50][CH:49]=3)([C:42]3[CH:47]=[CH:46][CH:45]=[CH:44][CH:43]=3)[C:36]3[CH:41]=[CH:40][CH:39]=[CH:38][CH:37]=3)[CH2:32][O:31][CH2:30]2)=[O:26])[CH:17]=[C:16](Cl)[N:15]=1.Cl. Product: [NH2:13][C:14]1[N:15]=[C:16]([S:1][CH2:2][CH2:3][C:4]([OH:6])=[O:5])[CH:17]=[C:18]([C:20]2[CH:54]=[C:24]([C:25](=[O:26])[NH:27][CH2:28][C:29]3([CH2:33][NH:34][C:35]([C:48]4[CH:53]=[CH:52][CH:51]=[CH:50][CH:49]=4)([C:42]4[CH:43]=[CH:44][CH:45]=[CH:46][CH:47]=4)[C:36]4[CH:41]=[CH:40][CH:39]=[CH:38][CH:37]=4)[CH2:32][O:31][CH2:30]3)[C:23]([CH3:55])=[CH:22][C:21]=2[CH3:56])[N:19]=1. The catalyst class is: 9. (4) Product: [C:11]1([N:4]2[C:5]3[C:10](=[CH:9][CH:8]=[CH:7][CH:6]=3)[C:2]([NH:17][C:18]3[CH:23]=[CH:22][CH:21]=[CH:20][CH:19]=3)=[N:3]2)[CH:16]=[CH:15][CH:14]=[CH:13][CH:12]=1. Reactant: Cl[C:2]1[C:10]2[C:5](=[CH:6][CH:7]=[CH:8][CH:9]=2)[N:4]([C:11]2[CH:16]=[CH:15][CH:14]=[CH:13][CH:12]=2)[N:3]=1.[NH2:17][C:18]1[CH:23]=[CH:22][CH:21]=[CH:20][CH:19]=1.CC(C)([O-])C.[Na+].C(P(C(C)(C)C)C1(C)CC1(C1C=CC=CC=1)C1C=CC=CC=1)(C)(C)C.[Cl-].[NH4+]. The catalyst class is: 113. (5) Reactant: [CH2:1]([N:3](CC)CC)C.CN.C1COCC1.[N+:15]([C:18]1[CH:23]=[CH:22][CH:21]=[CH:20][C:19]=1[S:24](Cl)(=[O:26])=[O:25])([O-:17])=[O:16]. Product: [CH3:1][NH:3][S:24]([C:19]1[CH:20]=[CH:21][CH:22]=[CH:23][C:18]=1[N+:15]([O-:17])=[O:16])(=[O:26])=[O:25]. The catalyst class is: 2. (6) Reactant: [Cl:1][C:2]1[C:3]([NH:19][C:20](=[O:32])[CH2:21][C:22]2[CH:27]=[CH:26][C:25]([C:28]([F:31])([F:30])[F:29])=[CH:24][CH:23]=2)=[C:4]2[C:9](=[CH:10][CH:11]=1)[CH2:8][N:7](C(OC(C)(C)C)=O)[CH2:6][CH2:5]2.C(Cl)Cl.Cl. Product: [ClH:1].[Cl:1][C:2]1[C:3]([NH:19][C:20](=[O:32])[CH2:21][C:22]2[CH:27]=[CH:26][C:25]([C:28]([F:31])([F:30])[F:29])=[CH:24][CH:23]=2)=[C:4]2[C:9](=[CH:10][CH:11]=1)[CH2:8][NH:7][CH2:6][CH2:5]2. The catalyst class is: 27. (7) Reactant: [Cl:1][C:2]1[C:3]([F:17])=[C:4]([C:9]2[CH:14]=[C:13]([O:15]C)[N:12]=[CH:11][N:10]=2)[C:5]([F:8])=[CH:6][CH:7]=1.Br.CCOCC. Product: [Cl:1][C:2]1[C:3]([F:17])=[C:4]([C:9]2[N:10]=[CH:11][N:12]=[C:13]([OH:15])[CH:14]=2)[C:5]([F:8])=[CH:6][CH:7]=1. The catalyst class is: 52.